Task: Predict the product of the given reaction.. Dataset: Forward reaction prediction with 1.9M reactions from USPTO patents (1976-2016) (1) The product is: [Cl:7][C:8]1[CH:13]=[CH:12][CH:11]=[CH:10][C:9]=1[N:14]([C:1]#[N:2])[C:15]([NH:16][C:17]1[CH:22]=[CH:21][C:20]([Cl:23])=[C:19]([S:24]([N:27]([CH3:28])[CH3:29])(=[O:25])=[O:26])[CH:18]=1)=[NH:38]. Given the reactants [C:1](NC(N)=N)#[N:2].[Cl:7][C:8]1[CH:13]=[CH:12][CH:11]=[CH:10][C:9]=1[N:14]=[C:15]=[N:16][C:17]1[CH:22]=[CH:21][C:20]([Cl:23])=[C:19]([S:24]([N:27]([CH3:29])[CH3:28])(=[O:26])=[O:25])[C:18]=1O[Si](C(C)(C)C)(C)C.[N:38]#CN.C(N(CC)C(C)C)(C)C.[F-].[Cs+], predict the reaction product. (2) Given the reactants [NH2:1][C:2]1[C:26]([CH3:27])=[CH:25][C:5]([O:6][C:7]2[CH:8]=[CH:9][C:10]([N+:22]([O-:24])=[O:23])=[C:11]([N:13]([CH3:21])[C:14](=[O:20])[O:15][C:16]([CH3:19])([CH3:18])[CH3:17])[CH:12]=2)=[CH:4][C:3]=1[CH3:28].[C:29](O[C:29]([O:31][C:32]([CH3:35])([CH3:34])[CH3:33])=[O:30])([O:31][C:32]([CH3:35])([CH3:34])[CH3:33])=[O:30].C(N(CC)CC)C, predict the reaction product. The product is: [C:32]([O:31][C:29]([NH:1][C:2]1[C:3]([CH3:28])=[CH:4][C:5]([O:6][C:7]2[CH:8]=[CH:9][C:10]([N+:22]([O-:24])=[O:23])=[C:11]([N:13]([CH3:21])[C:14](=[O:20])[O:15][C:16]([CH3:19])([CH3:18])[CH3:17])[CH:12]=2)=[CH:25][C:26]=1[CH3:27])=[O:30])([CH3:35])([CH3:34])[CH3:33]. (3) Given the reactants [C:1]1([CH2:7][CH2:8][CH2:9][O:10][CH2:11][C@@H:12]2[CH2:16][CH2:15][NH:14][CH2:13]2)[CH:6]=[CH:5][CH:4]=[CH:3][CH:2]=1.Br[C:18]1[CH:19]=[N:20][CH:21]=[C:22]([O:24][CH2:25][C@@H:26]2[CH2:30][CH2:29][CH2:28][N:27]2[C:31]([O:33][C:34]([CH3:37])([CH3:36])[CH3:35])=[O:32])[CH:23]=1.CC(C)([O-])C.[Na+], predict the reaction product. The product is: [C:34]([O:33][C:31]([N:27]1[CH2:28][CH2:29][CH2:30][C@H:26]1[CH2:25][O:24][C:22]1[CH:21]=[N:20][CH:19]=[C:18]([N:14]2[CH2:15][CH2:16][C@@H:12]([CH2:11][O:10][CH2:9][CH2:8][CH2:7][C:1]3[CH:2]=[CH:3][CH:4]=[CH:5][CH:6]=3)[CH2:13]2)[CH:23]=1)=[O:32])([CH3:37])([CH3:35])[CH3:36]. (4) The product is: [ClH:34].[CH3:1][C:2]1[CH:6]=[CH:5][S:4][C:3]=1[C:7]1[C:8](=[O:33])[NH:9][C:10](=[O:32])[N:11]([CH2:13][CH2:14][CH2:15][N:16]2[CH2:21][C@H:20]3[C@:18]([C:22]4[CH:23]=[CH:24][C:25]([C:28]([F:31])([F:30])[F:29])=[CH:26][CH:27]=4)([CH2:19]3)[CH2:17]2)[CH:12]=1. Given the reactants [CH3:1][C:2]1[CH:6]=[CH:5][S:4][C:3]=1[C:7]1[C:8](=[O:33])[NH:9][C:10](=[O:32])[N:11]([CH2:13][CH2:14][CH2:15][N:16]2[CH2:21][C@H:20]3[C@:18]([C:22]4[CH:27]=[CH:26][C:25]([C:28]([F:31])([F:30])[F:29])=[CH:24][CH:23]=4)([CH2:19]3)[CH2:17]2)[CH:12]=1.[ClH:34], predict the reaction product. (5) Given the reactants Br[C:2]1[CH:23]=[CH:22][C:5]2[N:6]=[C:7]([NH:10][CH:11]3[C:15]4[C:16]([O:20][CH3:21])=[CH:17][CH:18]=[CH:19][C:14]=4[O:13][CH2:12]3)[O:8][CH2:9][C:4]=2[CH:3]=1.[NH2:24][C:25]1[N:30]=[C:29]([C:31]([F:34])([F:33])[F:32])[CH:28]=[CH:27][N:26]=1, predict the reaction product. The product is: [CH3:21][O:20][C:16]1[C:15]2[CH:11]([NH:10][C:7]3[O:8][CH2:9][C:4]4[CH:3]=[C:2]([NH:24][C:25]5[N:30]=[C:29]([C:31]([F:34])([F:32])[F:33])[CH:28]=[CH:27][N:26]=5)[CH:23]=[CH:22][C:5]=4[N:6]=3)[CH2:12][O:13][C:14]=2[CH:19]=[CH:18][CH:17]=1. (6) Given the reactants C([O:3][C:4]([CH:6]1[CH2:11][CH2:10][N:9]([C:12]([O:14][C:15]([CH3:18])([CH3:17])[CH3:16])=[O:13])[CH2:8][CH:7]1[NH:19][S:20]([C:23]1[CH:28]=[CH:27][C:26]([O:29][CH2:30][C:31]2[C:40]3[C:35](=[CH:36][CH:37]=[CH:38][CH:39]=3)[N:34]=[C:33]([CH3:41])[CH:32]=2)=[CH:25][CH:24]=1)(=[O:22])=[O:21])=[O:5])C.[OH-].[Li+], predict the reaction product. The product is: [C:15]([O:14][C:12]([N:9]1[CH2:10][CH2:11][CH:6]([C:4]([OH:5])=[O:3])[CH:7]([NH:19][S:20]([C:23]2[CH:28]=[CH:27][C:26]([O:29][CH2:30][C:31]3[C:40]4[C:35](=[CH:36][CH:37]=[CH:38][CH:39]=4)[N:34]=[C:33]([CH3:41])[CH:32]=3)=[CH:25][CH:24]=2)(=[O:21])=[O:22])[CH2:8]1)=[O:13])([CH3:18])([CH3:17])[CH3:16]. (7) Given the reactants BrC[C:3]1[CH:12]=[C:11]([C:13]2[CH2:17][C:16]([C:22]3[CH:27]=[C:26]([Cl:28])[CH:25]=[C:24]([Cl:29])[CH:23]=3)([C:18]([F:21])([F:20])[F:19])[O:15][N:14]=2)[CH:10]=[CH:9][C:4]=1[C:5]([O:7][CH3:8])=[O:6].Cl.[CH3:31]NC.C([N:36]([CH2:39][CH3:40])CC)C.O, predict the reaction product. The product is: [Cl:29][C:24]1[CH:23]=[C:22]([C:16]2([C:18]([F:20])([F:19])[F:21])[O:15][N:14]=[C:13]([C:11]3[CH:12]=[CH:3][C:4]([C:5]([O:7][CH3:8])=[O:6])=[C:9]([C:39]([CH3:40])([CH3:31])[NH2:36])[CH:10]=3)[CH2:17]2)[CH:27]=[C:26]([Cl:28])[CH:25]=1.